Dataset: Aqueous solubility values for 9,982 compounds from the AqSolDB database. Task: Regression/Classification. Given a drug SMILES string, predict its absorption, distribution, metabolism, or excretion properties. Task type varies by dataset: regression for continuous measurements (e.g., permeability, clearance, half-life) or binary classification for categorical outcomes (e.g., BBB penetration, CYP inhibition). For this dataset (solubility_aqsoldb), we predict Y. (1) The compound is Cc1ccc(Sc2ccc(C(=O)c3ccccc3)cc2)cc1. The Y is -7.62 log mol/L. (2) The drug is COc1ccc2c(c1OC)C(=O)O[C@@H]2[C@H]1c2c(cc3c(c2OC)OCO3)CCN1C. The Y is -3.14 log mol/L. (3) The Y is -4.71 log mol/L. The molecule is CC(C)(C)c1cccc(C(C)(C)C)c1O.